This data is from NCI-60 drug combinations with 297,098 pairs across 59 cell lines. The task is: Regression. Given two drug SMILES strings and cell line genomic features, predict the synergy score measuring deviation from expected non-interaction effect. (1) Drug 1: CCN(CC)CCNC(=O)C1=C(NC(=C1C)C=C2C3=C(C=CC(=C3)F)NC2=O)C. Drug 2: CN1C2=C(C=C(C=C2)N(CCCl)CCCl)N=C1CCCC(=O)O.Cl. Cell line: NCI-H322M. Synergy scores: CSS=2.62, Synergy_ZIP=-2.60, Synergy_Bliss=1.00, Synergy_Loewe=-0.955, Synergy_HSA=-0.0547. (2) Drug 1: CC1CCC2CC(C(=CC=CC=CC(CC(C(=O)C(C(C(=CC(C(=O)CC(OC(=O)C3CCCCN3C(=O)C(=O)C1(O2)O)C(C)CC4CCC(C(C4)OC)O)C)C)O)OC)C)C)C)OC. Drug 2: C(CN)CNCCSP(=O)(O)O. Cell line: UACC62. Synergy scores: CSS=13.6, Synergy_ZIP=-0.927, Synergy_Bliss=0.465, Synergy_Loewe=-18.0, Synergy_HSA=-1.56. (3) Drug 1: CC12CCC(CC1=CCC3C2CCC4(C3CC=C4C5=CN=CC=C5)C)O. Drug 2: CC1=C2C(C(=O)C3(C(CC4C(C3C(C(C2(C)C)(CC1OC(=O)C(C(C5=CC=CC=C5)NC(=O)C6=CC=CC=C6)O)O)OC(=O)C7=CC=CC=C7)(CO4)OC(=O)C)O)C)OC(=O)C. Cell line: CAKI-1. Synergy scores: CSS=46.3, Synergy_ZIP=5.75, Synergy_Bliss=5.52, Synergy_Loewe=-23.9, Synergy_HSA=8.00. (4) Drug 1: CCC1=CC2CC(C3=C(CN(C2)C1)C4=CC=CC=C4N3)(C5=C(C=C6C(=C5)C78CCN9C7C(C=CC9)(C(C(C8N6C)(C(=O)OC)O)OC(=O)C)CC)OC)C(=O)OC.C(C(C(=O)O)O)(C(=O)O)O. Drug 2: CNC(=O)C1=NC=CC(=C1)OC2=CC=C(C=C2)NC(=O)NC3=CC(=C(C=C3)Cl)C(F)(F)F. Cell line: NCI-H226. Synergy scores: CSS=58.2, Synergy_ZIP=-1.18, Synergy_Bliss=-0.717, Synergy_Loewe=-5.48, Synergy_HSA=1.94. (5) Drug 1: CC1=CC2C(CCC3(C2CCC3(C(=O)C)OC(=O)C)C)C4(C1=CC(=O)CC4)C. Drug 2: CC1=CC=C(C=C1)C2=CC(=NN2C3=CC=C(C=C3)S(=O)(=O)N)C(F)(F)F. Cell line: SNB-19. Synergy scores: CSS=-12.7, Synergy_ZIP=3.58, Synergy_Bliss=-4.34, Synergy_Loewe=-13.2, Synergy_HSA=-12.5.